This data is from Peptide-MHC class I binding affinity with 185,985 pairs from IEDB/IMGT. The task is: Regression. Given a peptide amino acid sequence and an MHC pseudo amino acid sequence, predict their binding affinity value. This is MHC class I binding data. (1) The peptide sequence is LTVLFAIL. The MHC is H-2-Kb with pseudo-sequence H-2-Kb. The binding affinity (normalized) is 0.536. (2) The peptide sequence is VMAFIAFLR. The MHC is HLA-A03:01 with pseudo-sequence HLA-A03:01. The binding affinity (normalized) is 0.663. (3) The peptide sequence is TALANTIEVF. The MHC is H-2-Db with pseudo-sequence H-2-Db. The binding affinity (normalized) is 0.713. (4) The MHC is HLA-A02:01 with pseudo-sequence HLA-A02:01. The binding affinity (normalized) is 0.0847. The peptide sequence is FQILHDRFF. (5) The peptide sequence is FIAEIDHWI. The MHC is HLA-A31:01 with pseudo-sequence HLA-A31:01. The binding affinity (normalized) is 0. (6) The peptide sequence is AAFEDLRV. The MHC is HLA-A02:02 with pseudo-sequence HLA-A02:02. The binding affinity (normalized) is 0.0511.